This data is from Full USPTO retrosynthesis dataset with 1.9M reactions from patents (1976-2016). The task is: Predict the reactants needed to synthesize the given product. (1) Given the product [Br:1][CH2:2][CH2:3][CH2:4][CH2:5][CH2:6][C:7]([NH:13][C:12]1[C:11]([F:10])=[CH:17][C:16]([F:18])=[CH:15][C:14]=1[F:19])=[O:8], predict the reactants needed to synthesize it. The reactants are: [Br:1][CH2:2][CH2:3][CH2:4][CH2:5][CH2:6][C:7](Cl)=[O:8].[F:10][C:11]1[CH:17]=[C:16]([F:18])[CH:15]=[C:14]([F:19])[C:12]=1[NH2:13].C(N(CC)CC)C. (2) Given the product [CH:3]([CH:4]=[CH2:6])=[O:2].[C:6]([OH:7])(=[O:1])[CH:4]=[CH2:3], predict the reactants needed to synthesize it. The reactants are: [OH2:1].[OH:2][CH2:3][CH:4]([CH2:6][OH:7])O. (3) Given the product [CH2:1]([O:3][C:4]([C:6]1[CH:15]=[C:14]([O:16][CH2:17][C:18]([N:53]2[CH2:54][CH2:55][CH2:56][C@H:52]2[C:50](=[O:51])[NH:49][CH:45]2[CH2:46][CH2:47][CH2:48]2)=[O:20])[C:13]2[C:8](=[CH:9][C:10]([CH3:21])=[CH:11][CH:12]=2)[N:7]=1)=[O:5])[CH3:2], predict the reactants needed to synthesize it. The reactants are: [CH2:1]([O:3][C:4]([C:6]1[CH:15]=[C:14]([O:16][CH2:17][C:18]([OH:20])=O)[C:13]2[C:8](=[CH:9][C:10]([CH3:21])=[CH:11][CH:12]=2)[N:7]=1)=[O:5])[CH3:2].C(Cl)CCl.FC1C(O)=C(F)C(F)=C(F)C=1F.FC(F)(F)C(O)=O.[CH:45]1([NH:49][C:50]([C@@H:52]2[CH2:56][CH2:55][CH2:54][NH:53]2)=[O:51])[CH2:48][CH2:47][CH2:46]1. (4) Given the product [NH2:1][C:2]1[C:3]([Cl:11])=[C:4]([CH:8]=[CH:9][CH:10]=1)[C:5]([O:7][CH3:17])=[O:6], predict the reactants needed to synthesize it. The reactants are: [NH2:1][C:2]1[C:3]([Cl:11])=[C:4]([CH:8]=[CH:9][CH:10]=1)[C:5]([OH:7])=[O:6].S(=O)(=O)(O)O.[CH3:17]O.